From a dataset of Forward reaction prediction with 1.9M reactions from USPTO patents (1976-2016). Predict the product of the given reaction. (1) Given the reactants [F:1][C:2]1[CH:7]=[CH:6][C:5]([CH:8]([OH:25])[CH2:9][O:10][C:11]2[CH:24]=[CH:23][C:14]([CH:15]=[C:16]3[S:20][C:19](=[O:21])[NH:18][C:17]3=[O:22])=[CH:13][CH:12]=2)=[CH:4][CH:3]=1.[OH-].[Na+].[BH4-].[Na+].CC(O)=O, predict the reaction product. The product is: [F:1][C:2]1[CH:3]=[CH:4][C:5]([CH:8]([OH:25])[CH2:9][O:10][C:11]2[CH:24]=[CH:23][C:14]([CH2:15][CH:16]3[S:20][C:19](=[O:21])[NH:18][C:17]3=[O:22])=[CH:13][CH:12]=2)=[CH:6][CH:7]=1. (2) Given the reactants [C:1]([O:5][C:6]([N:8]1[C:13]2[CH:14]=[C:15]([Cl:18])[CH:16]=[CH:17][C:12]=2[O:11][CH:10]([C:19]([OH:21])=O)[CH2:9]1)=[O:7])([CH3:4])([CH3:3])[CH3:2].[F:22][C:23]1[CH:36]=[CH:35][C:26]([CH2:27][N:28]2[CH2:33][CH2:32][NH:31][C@H:30]([CH3:34])[CH2:29]2)=[CH:25][CH:24]=1.CCN=C=NCCCN(C)C.C1C=CC2N(O)N=NC=2C=1.CCN(C(C)C)C(C)C, predict the reaction product. The product is: [C:1]([O:5][C:6]([N:8]1[C:13]2[CH:14]=[C:15]([Cl:18])[CH:16]=[CH:17][C:12]=2[O:11][CH:10]([C:19]([N:31]2[CH2:32][CH2:33][N:28]([CH2:27][C:26]3[CH:35]=[CH:36][C:23]([F:22])=[CH:24][CH:25]=3)[CH2:29][C@H:30]2[CH3:34])=[O:21])[CH2:9]1)=[O:7])([CH3:4])([CH3:3])[CH3:2]. (3) Given the reactants [C:1]([N:9]([CH3:30])[C@@H:10]([CH:27]([CH3:29])[CH3:28])[C:11]([NH:13][C@@H:14]([CH3:26])[C:15]([N:17]1[CH2:22][CH2:21][CH2:20][C@@H:19]([C:23](O)=[O:24])[NH:18]1)=[O:16])=[O:12])(=[O:8])[CH2:2][CH2:3][CH2:4][CH2:5][CH:6]=[CH2:7].C([N:34](CC)[CH:35]([CH3:37])[CH3:36])(C)C.C[NH3+].F[P-](F)(F)(F)(F)F.N1(OC(N(C)C)=[N+](C)C)[C:53]2N=[CH:55][CH:56]=[CH:57][C:52]=2N=N1.F[P-](F)(F)(F)(F)F, predict the reaction product. The product is: [CH:27]([C@@H:10]1[N:9]([CH3:30])[C:1](=[O:8])[CH2:2][CH2:3][CH2:4][CH2:5][CH:6]=[CH:7][C:52]2[CH:53]=[C:37]([CH:55]=[CH:56][CH:57]=2)[C@@H:35]([CH3:36])[NH:34][C:23](=[O:24])[C@H:19]2[NH:18][N:17]([CH2:22][CH2:21][CH2:20]2)[C:15](=[O:16])[C@H:14]([CH3:26])[NH:13][C:11]1=[O:12])([CH3:28])[CH3:29]. (4) Given the reactants C([Mg]Cl)(C)C.[Cl-].[Li+].[Mg].C(Cl)(C)C.[C:13]([CH2:15][C:16]1[CH:17]=[C:18]([CH:21]=[CH:22][C:23]=1I)[C:19]#[N:20])#[N:14].[Cu]C#N.[CH:28]1[N:29]=[CH:30][N:31]2[CH2:36][CH2:35][CH2:34][C:33](=[O:37])[C:32]=12, predict the reaction product. The product is: [C:13]([CH2:15][C:16]1[CH:17]=[C:18]([CH:21]=[CH:22][C:23]=1[C:33]1([OH:37])[CH2:34][CH2:35][CH2:36][N:31]2[CH:30]=[N:29][CH:28]=[C:32]12)[C:19]#[N:20])#[N:14]. (5) Given the reactants Cl.[CH2:2]([NH:4][C@@H:5]([CH3:15])[CH2:6][C:7]1[CH:12]=[CH:11][C:10]([S:13][CH3:14])=[CH:9][CH:8]=1)[CH3:3].C(N(CC)CC)C.[O:23]=[C:24]1[N:29]([CH2:30][CH2:31][CH2:32][CH:33]=O)[CH2:28][CH2:27][CH2:26][O:25]1.C(O[BH-](OC(=O)C)OC(=O)C)(=O)C.[Na+], predict the reaction product. The product is: [CH2:2]([N:4]([C@@H:5]([CH3:15])[CH2:6][C:7]1[CH:8]=[CH:9][C:10]([S:13][CH3:14])=[CH:11][CH:12]=1)[CH2:33][CH2:32][CH2:31][CH2:30][N:29]1[CH2:28][CH2:27][CH2:26][O:25][C:24]1=[O:23])[CH3:3]. (6) Given the reactants C([O:4][CH2:5][CH2:6][N:7]1[C:11](=[O:12])[NH:10][C:9]([C:13]2[C:21]3[C:16](=[N:17][CH:18]=[CH:19][CH:20]=3)[N:15]([CH2:22][C:23]3[CH:28]=[CH:27][CH:26]=[CH:25][C:24]=3[F:29])[N:14]=2)=[N:8]1)(=O)C.Cl.O, predict the reaction product. The product is: [F:29][C:24]1[CH:25]=[CH:26][CH:27]=[CH:28][C:23]=1[CH2:22][N:15]1[C:16]2=[N:17][CH:18]=[CH:19][CH:20]=[C:21]2[C:13]([C:9]2[NH:10][C:11](=[O:12])[N:7]([CH2:6][CH2:5][OH:4])[N:8]=2)=[N:14]1. (7) The product is: [NH2:1][C:2]1[C:11]2[C:6](=[C:7]([C:23]3[CH:24]=[N:25][C:26]([O:27][CH3:28])=[C:21]([F:20])[CH:22]=3)[C:8]([F:12])=[CH:9][CH:10]=2)[N:5]=[N:4][C:3]=1[C:14]([NH:16][CH:17]1[CH2:19][CH2:18]1)=[O:15]. Given the reactants [NH2:1][C:2]1[C:11]2[C:6](=[C:7](I)[C:8]([F:12])=[CH:9][CH:10]=2)[N:5]=[N:4][C:3]=1[C:14]([NH:16][CH:17]1[CH2:19][CH2:18]1)=[O:15].[F:20][C:21]1[CH:22]=[C:23](B(O)O)[CH:24]=[N:25][C:26]=1[O:27][CH3:28], predict the reaction product.